This data is from Peptide-MHC class I binding affinity with 185,985 pairs from IEDB/IMGT. The task is: Regression. Given a peptide amino acid sequence and an MHC pseudo amino acid sequence, predict their binding affinity value. This is MHC class I binding data. (1) The peptide sequence is RQSSGSSSSGF. The MHC is HLA-A25:01 with pseudo-sequence HLA-A25:01. The binding affinity (normalized) is 0.0847. (2) The peptide sequence is YCNYTKFWY. The MHC is HLA-A30:02 with pseudo-sequence HLA-A30:02. The binding affinity (normalized) is 0.398. (3) The peptide sequence is MRNTIMASK. The MHC is HLA-A02:03 with pseudo-sequence HLA-A02:03. The binding affinity (normalized) is 0.0847. (4) The peptide sequence is FPYEGGKVF. The MHC is HLA-A02:03 with pseudo-sequence HLA-A02:03. The binding affinity (normalized) is 0.0847. (5) The peptide sequence is KSIIIPFIAY. The MHC is HLA-A11:01 with pseudo-sequence HLA-A11:01. The binding affinity (normalized) is 0.490.